From a dataset of Full USPTO retrosynthesis dataset with 1.9M reactions from patents (1976-2016). Predict the reactants needed to synthesize the given product. (1) Given the product [CH2:13]([C:17]1[N:18]=[C:19]([CH3:47])[N:20]([CH2:39][C:40]2[CH:45]=[CH:44][CH:43]=[CH:42][C:41]=2[F:46])[C:21](=[O:38])[C:22]=1[CH2:23][C:24]1[CH:25]=[CH:26][C:27]([C:30]2[CH:35]=[CH:34][CH:33]=[CH:32][C:31]=2[C:36]2[NH:3][C:4](=[O:7])[O:5][N:37]=2)=[CH:28][CH:29]=1)[CH2:14][CH2:15][CH3:16], predict the reactants needed to synthesize it. The reactants are: [Cl-].O[NH3+:3].[C:4](=[O:7])([O-])[OH:5].[Na+].CS(C)=O.[CH2:13]([C:17]1[N:18]=[C:19]([CH3:47])[N:20]([CH2:39][C:40]2[CH:45]=[CH:44][CH:43]=[CH:42][C:41]=2[F:46])[C:21](=[O:38])[C:22]=1[CH2:23][C:24]1[CH:29]=[CH:28][C:27]([C:30]2[C:31]([C:36]#[N:37])=[CH:32][CH:33]=[CH:34][CH:35]=2)=[CH:26][CH:25]=1)[CH2:14][CH2:15][CH3:16]. (2) Given the product [CH3:11][C:12]1([CH2:15][O:16][C:2]2[CH:7]=[CH:6][N:5]=[CH:4][C:3]=2[N+:8]([O-:10])=[O:9])[CH2:14][CH2:13]1, predict the reactants needed to synthesize it. The reactants are: Cl[C:2]1[CH:7]=[CH:6][N:5]=[CH:4][C:3]=1[N+:8]([O-:10])=[O:9].[CH3:11][C:12]1([CH2:15][OH:16])[CH2:14][CH2:13]1.[H-].[Na+].CN(C=O)C. (3) Given the product [C:1]([O:5][C:6](=[O:18])[NH:7][C:8]1[CH:13]=[CH:12][C:11]([C:26]#[C:25][C:22]2[CH:23]=[CH:24][C:19]([CH3:27])=[CH:20][CH:21]=2)=[CH:10][C:9]=1[N+:15]([O-:17])=[O:16])([CH3:4])([CH3:3])[CH3:2], predict the reactants needed to synthesize it. The reactants are: [C:1]([O:5][C:6](=[O:18])[NH:7][C:8]1[CH:13]=[CH:12][C:11](I)=[CH:10][C:9]=1[N+:15]([O-:17])=[O:16])([CH3:4])([CH3:3])[CH3:2].[C:19]1([CH3:27])[CH:24]=[CH:23][C:22]([C:25]#[CH:26])=[CH:21][CH:20]=1. (4) The reactants are: C[O:2][C:3]([C:5]1[C:10]([C:11]([O:13]C)=[O:12])=[CH:9][CH:8]=[C:7]([CH:15]2[CH2:17][CH2:16]2)[N:6]=1)=[O:4].[OH-].[K+].Cl.[Cl-].[K+]. Given the product [CH:15]1([C:7]2[N:6]=[C:5]([C:3]([OH:4])=[O:2])[C:10]([C:11]([OH:13])=[O:12])=[CH:9][CH:8]=2)[CH2:16][CH2:17]1, predict the reactants needed to synthesize it. (5) Given the product [CH2:22]([N:12]1[C:9]2[CH2:10][CH2:11][N:6]([CH3:4])[CH2:7][C:8]=2[C:14]([C:15]2[CH:16]=[CH:17][C:18]([Cl:21])=[CH:19][CH:20]=2)=[CH:13]1)[C:23]1[CH:24]=[CH:25][CH:26]=[CH:27][CH:28]=1, predict the reactants needed to synthesize it. The reactants are: C(O[C:4]([N:6]1[CH2:11][CH2:10][C:9]2[N:12]([CH2:22][C:23]3[CH:28]=[CH:27][CH:26]=[CH:25][CH:24]=3)[CH:13]=[C:14]([C:15]3[CH:20]=[CH:19][C:18]([Cl:21])=[CH:17][CH:16]=3)[C:8]=2[CH2:7]1)=O)C.C(OC(N1CCC(=O)CC1)=O)C.C(N)C1C=CC=CC=1.ClC1C=CC(C=C[N+]([O-])=O)=CC=1. (6) Given the product [Cl:1][C:2]1[CH:7]=[CH:6][C:5]([O:8][C:14]2[CH:23]=[CH:22][C:17]([C:18]([O:20][CH3:21])=[O:19])=[CH:16][CH:15]=2)=[CH:4][C:3]=1[C:9]([F:10])([F:11])[F:12], predict the reactants needed to synthesize it. The reactants are: [Cl:1][C:2]1[CH:7]=[CH:6][C:5]([OH:8])=[CH:4][C:3]=1[C:9]([F:12])([F:11])[F:10].F[C:14]1[CH:23]=[CH:22][C:17]([C:18]([O:20][CH3:21])=[O:19])=[CH:16][CH:15]=1.C(=O)([O-])[O-].[K+].[K+].O. (7) Given the product [CH:4]([C:6]1[CH:10]=[C:9]([CH3:11])[N:8]([C:12]2[CH:17]=[CH:16][CH:15]=[CH:14][CH:13]=2)[N:7]=1)=[O:3], predict the reactants needed to synthesize it. The reactants are: C([O:3][C:4]([C:6]1[CH:10]=[C:9]([CH3:11])[N:8]([C:12]2[CH:17]=[CH:16][CH:15]=[CH:14][CH:13]=2)[N:7]=1)=O)C.CC(C[AlH]CC(C)C)C.CCCCCC.C(OCC)(=O)C.